This data is from Full USPTO retrosynthesis dataset with 1.9M reactions from patents (1976-2016). The task is: Predict the reactants needed to synthesize the given product. Given the product [Br:3][C:4]1[CH:11]=[CH:10][C:7]([CH:8]=[CH:8][C:7]2[CH:10]=[CH:11][CH:4]=[CH:5][CH:6]=2)=[CH:6][CH:5]=1, predict the reactants needed to synthesize it. The reactants are: [H-].[Na+].[Br:3][C:4]1[CH:11]=[CH:10][C:7]([CH:8]=O)=[CH:6][CH:5]=1.